This data is from NCI-60 drug combinations with 297,098 pairs across 59 cell lines. The task is: Regression. Given two drug SMILES strings and cell line genomic features, predict the synergy score measuring deviation from expected non-interaction effect. (1) Drug 1: CN(C)C1=NC(=NC(=N1)N(C)C)N(C)C. Drug 2: CS(=O)(=O)OCCCCOS(=O)(=O)C. Cell line: UACC62. Synergy scores: CSS=-1.79, Synergy_ZIP=-1.99, Synergy_Bliss=-3.30, Synergy_Loewe=-9.34, Synergy_HSA=-4.68. (2) Drug 1: C1CN1P(=S)(N2CC2)N3CC3. Drug 2: C(CCl)NC(=O)N(CCCl)N=O. Cell line: SK-OV-3. Synergy scores: CSS=5.14, Synergy_ZIP=-2.44, Synergy_Bliss=-0.981, Synergy_Loewe=-4.24, Synergy_HSA=-2.18. (3) Drug 1: C1=CN(C(=O)N=C1N)C2C(C(C(O2)CO)O)O.Cl. Drug 2: C#CCC(CC1=CN=C2C(=N1)C(=NC(=N2)N)N)C3=CC=C(C=C3)C(=O)NC(CCC(=O)O)C(=O)O. Cell line: CCRF-CEM. Synergy scores: CSS=75.5, Synergy_ZIP=-2.53, Synergy_Bliss=-3.83, Synergy_Loewe=-2.15, Synergy_HSA=-0.727. (4) Drug 1: CC1C(C(=O)NC(C(=O)N2CCCC2C(=O)N(CC(=O)N(C(C(=O)O1)C(C)C)C)C)C(C)C)NC(=O)C3=C4C(=C(C=C3)C)OC5=C(C(=O)C(=C(C5=N4)C(=O)NC6C(OC(=O)C(N(C(=O)CN(C(=O)C7CCCN7C(=O)C(NC6=O)C(C)C)C)C)C(C)C)C)N)C. Drug 2: CC1=C2C(C(=O)C3(C(CC4C(C3C(C(C2(C)C)(CC1OC(=O)C(C(C5=CC=CC=C5)NC(=O)C6=CC=CC=C6)O)O)OC(=O)C7=CC=CC=C7)(CO4)OC(=O)C)O)C)OC(=O)C. Cell line: NCI/ADR-RES. Synergy scores: CSS=-3.48, Synergy_ZIP=2.09, Synergy_Bliss=-1.11, Synergy_Loewe=-4.15, Synergy_HSA=-6.02. (5) Drug 2: CC(C)NC(=O)C1=CC=C(C=C1)CNNC.Cl. Cell line: SNB-19. Synergy scores: CSS=13.5, Synergy_ZIP=0.398, Synergy_Bliss=0.376, Synergy_Loewe=-41.4, Synergy_HSA=-1.89. Drug 1: CCC1=C2CN3C(=CC4=C(C3=O)COC(=O)C4(CC)O)C2=NC5=C1C=C(C=C5)O.